From a dataset of Reaction yield outcomes from USPTO patents with 853,638 reactions. Predict the reaction yield, written as a fraction of the theoretical maximum amount of product (1.0 means a 100% yield; for example, 0.34 means a 34% yield). (1) The catalyst is C(#N)C. The yield is 0.740. The reactants are [ClH:1].C([S:5][CH:6]1[CH2:11][CH2:10][N:9]([CH:12]([C:18]2[CH:23]=[CH:22][CH:21]=[CH:20][C:19]=2[F:24])[C:13]([CH:15]2[CH2:17][CH2:16]2)=[O:14])[CH2:8]/[C:7]/1=[CH:25]\[C:26]1[N:30]=[CH:29][N:28]([CH2:31][C:32]([O:34][CH3:35])=[O:33])[N:27]=1)(=O)C.C(=O)([O-])[O-].[K+].[K+]. The product is [ClH:1].[CH:15]1([C:13](=[O:14])[CH:12]([N:9]2[CH2:10][CH2:11][CH:6]([SH:5])/[C:7](=[CH:25]/[C:26]3[N:30]=[CH:29][N:28]([CH2:31][C:32]([O:34][CH3:35])=[O:33])[N:27]=3)/[CH2:8]2)[C:18]2[CH:23]=[CH:22][CH:21]=[CH:20][C:19]=2[F:24])[CH2:17][CH2:16]1. (2) The reactants are [CH3:1][O:2][C:3]1[CH:4]=[C:5]([CH:11]([C:13]2[C:14]([S:32]([CH3:35])(=[O:34])=[O:33])=[C:15]([NH:25][C:26]3[CH:31]=[CH:30][CH:29]=[CH:28][CH:27]=3)[CH:16]=[C:17]([N:19]3[CH2:24][CH2:23][NH:22][CH2:21][CH2:20]3)[CH:18]=2)[CH3:12])[CH:6]=[C:7]([O:9][CH3:10])[CH:8]=1.[ClH:36]. The catalyst is ClCCl.C(OCC)C. The product is [ClH:36].[CH3:1][O:2][C:3]1[CH:4]=[C:5]([CH:11]([C:13]2[C:14]([S:32]([CH3:35])(=[O:33])=[O:34])=[C:15]([NH:25][C:26]3[CH:27]=[CH:28][CH:29]=[CH:30][CH:31]=3)[CH:16]=[C:17]([N:19]3[CH2:20][CH2:21][NH:22][CH2:23][CH2:24]3)[CH:18]=2)[CH3:12])[CH:6]=[C:7]([O:9][CH3:10])[CH:8]=1. The yield is 0.960. (3) The reactants are Cl.[C:2](=[NH:7])([NH2:6])[CH2:3][CH2:4][CH3:5].C[O-].[Na+].[C:11]([C:13]1[CH:18]=[CH:17][CH:16]=[CH:15][C:14]=1[C:19]1[CH:24]=[CH:23][C:22]([CH2:25][CH:26]([C:31](=O)[CH2:32][CH2:33][CH2:34][CH3:35])[C:27](OC)=[O:28])=[CH:21][CH:20]=1)#[N:12]. The catalyst is CO. The product is [CH2:32]([C:31]1[N:7]=[C:2]([CH2:3][CH2:4][CH3:5])[NH:6][C:27](=[O:28])[C:26]=1[CH2:25][C:22]1[CH:21]=[CH:20][C:19]([C:14]2[C:13]([C:11]#[N:12])=[CH:18][CH:17]=[CH:16][CH:15]=2)=[CH:24][CH:23]=1)[CH2:33][CH2:34][CH3:35]. The yield is 0.820. (4) The reactants are O=[C:2]([C:26]1[CH:31]=[CH:30][N:29]=[CH:28][CH:27]=1)[CH:3]([C:8]1[CH:13]=[CH:12][C:11]([O:14][CH2:15][C:16]2[CH:25]=[CH:24][C:23]3[C:18](=[CH:19][CH:20]=[CH:21][CH:22]=3)[N:17]=2)=[CH:10][CH:9]=1)[C:4]([O:6]C)=[O:5].[NH2:32]O.Cl. The catalyst is C(O)C. The product is [N:29]1[CH:30]=[CH:31][C:26]([C:2]2[NH:32][O:6][C:4](=[O:5])[C:3]=2[C:8]2[CH:13]=[CH:12][C:11]([O:14][CH2:15][C:16]3[CH:25]=[CH:24][C:23]4[C:18](=[CH:19][CH:20]=[CH:21][CH:22]=4)[N:17]=3)=[CH:10][CH:9]=2)=[CH:27][CH:28]=1. The yield is 0.310. (5) The reactants are [C:1]([O:5][C:6]([NH:8][C@H:9]([C:15]([OH:17])=O)[CH2:10][CH2:11][C:12](=[O:14])[NH2:13])=[O:7])([CH3:4])([CH3:3])[CH3:2].C(C1NC=CN=1)(C1NC=CN=1)=O. The catalyst is C1COCC1. The product is [O:17]=[C:15]1[CH:9]([NH:8][C:6]([O:5][C:1]([CH3:4])([CH3:3])[CH3:2])=[O:7])[CH2:10][CH2:11][C:12](=[O:14])[NH:13]1. The yield is 0.450. (6) The reactants are [N:1]1([CH2:7][C:8]2[NH:9][C:10]3[CH:16]=[CH:15][CH:14]=[CH:13][C:11]=3[N:12]=2)[CH2:6][CH2:5][CH2:4][CH2:3][CH2:2]1.C([O-])([O-])=O.[K+].[K+].[CH3:23][C:24]1[CH:33]=[CH:32][CH:31]=[C:30]([CH3:34])[C:25]=1[O:26][CH2:27][CH2:28]Br. The catalyst is CC(N(C)C)=O. The product is [CH3:23][C:24]1[CH:33]=[CH:32][CH:31]=[C:30]([CH3:34])[C:25]=1[O:26][CH2:27][CH2:28][N:12]1[C:11]2[CH:13]=[CH:14][CH:15]=[CH:16][C:10]=2[N:9]=[C:8]1[CH2:7][N:1]1[CH2:6][CH2:5][CH2:4][CH2:3][CH2:2]1. The yield is 0.590.